Dataset: Forward reaction prediction with 1.9M reactions from USPTO patents (1976-2016). Task: Predict the product of the given reaction. (1) Given the reactants [CH:1]1([C:4]2[CH:5]=[CH:6][C:7]([C:15]([OH:17])=O)=[N:8][C:9]=2[O:10][CH2:11][CH:12]2[CH2:14][CH2:13]2)[CH2:3][CH2:2]1.[F:18][C:19]([F:29])([F:28])[C@@H:20]([NH2:27])[C:21]1[CH:22]=[N:23][CH:24]=[CH:25][CH:26]=1, predict the reaction product. The product is: [CH:1]1([C:4]2[CH:5]=[CH:6][C:7]([C:15]([NH:27][C@@H:20]([C:21]3[CH:22]=[N:23][CH:24]=[CH:25][CH:26]=3)[C:19]([F:18])([F:28])[F:29])=[O:17])=[N:8][C:9]=2[O:10][CH2:11][CH:12]2[CH2:13][CH2:14]2)[CH2:2][CH2:3]1. (2) Given the reactants Cl[C:2]1[C:7]([F:8])=[C:6](Cl)[C:5]([F:10])=[C:4](Cl)[C:3]=1[F:12].C1C=CN=C(C2C=CC=CN=2)C=1, predict the reaction product. The product is: [F:8][C:7]1[CH:2]=[C:3]([F:12])[CH:4]=[C:5]([F:10])[CH:6]=1. (3) Given the reactants [ClH:1].Cl.[CH3:3][O:4][C:5]1[CH:10]=[CH:9][C:8]([C:11]2[CH:16]=[CH:15][CH:14]=[CH:13][C:12]=2[S:17]([CH3:20])(=[O:19])=[O:18])=[CH:7][C:6]=1[CH2:21][NH:22][C@H:23]1[CH2:28][CH2:27][NH:26][CH2:25][C@H:24]1[C:29]1[CH:34]=[CH:33][CH:32]=[CH:31][CH:30]=1.[C:35]([N:38]1[CH2:43][CH2:42][CH:41]([C:44](O)=[O:45])[CH2:40][CH2:39]1)(=[O:37])[CH3:36].CCN=C=NCCCN(C)C.C1C=CC2N(O)N=NC=2C=1.Cl.C(OCC)(=O)C, predict the reaction product. The product is: [ClH:1].[C:35]([N:38]1[CH2:39][CH2:40][CH:41]([C:44]([N:26]2[CH2:27][CH2:28][C@H:23]([NH:22][CH2:21][C:6]3[CH:7]=[C:8]([C:11]4[CH:16]=[CH:15][CH:14]=[CH:13][C:12]=4[S:17]([CH3:20])(=[O:19])=[O:18])[CH:9]=[CH:10][C:5]=3[O:4][CH3:3])[C@H:24]([C:29]3[CH:34]=[CH:33][CH:32]=[CH:31][CH:30]=3)[CH2:25]2)=[O:45])[CH2:42][CH2:43]1)(=[O:37])[CH3:36]. (4) Given the reactants [CH3:1][C:2]1([C:7]2[O:11][C:10]([CH2:12][N:13]3[CH:17]=[C:16]([NH2:18])[CH:15]=[N:14]3)=[CH:9][CH:8]=2)[O:6]CCO1.[Cl:19][C:20]1[CH:25]=[C:24]([Cl:26])[CH:23]=[CH:22][C:21]=1/[CH:27]=[CH:28]/[C:29](O)=[O:30], predict the reaction product. The product is: [C:2]([C:7]1[O:11][C:10]([CH2:12][N:13]2[CH:17]=[C:16]([NH:18][C:29](=[O:30])/[CH:28]=[CH:27]/[C:21]3[CH:22]=[CH:23][C:24]([Cl:26])=[CH:25][C:20]=3[Cl:19])[CH:15]=[N:14]2)=[CH:9][CH:8]=1)(=[O:6])[CH3:1].